Task: Predict the reaction yield, written as a fraction of the theoretical maximum amount of product (1.0 means a 100% yield; for example, 0.34 means a 34% yield).. Dataset: Reaction yield outcomes from USPTO patents with 853,638 reactions The reactants are [Br:1][C:2]1[CH:7]=[CH:6][C:5](I)=[CH:4][C:3]=1[O:9][CH3:10].[F:11][C:12]1[CH:13]=[C:14](B(O)O)[CH:15]=[CH:16][CH:17]=1.C(=O)([O-])[O-].[Na+].[Na+]. The catalyst is O1CCOCC1.C1C=CC(P(C2C=CC=CC=2)[C-]2C=CC=C2)=CC=1.C1C=CC(P(C2C=CC=CC=2)[C-]2C=CC=C2)=CC=1.Cl[Pd]Cl.[Fe+2]. The product is [Br:1][C:2]1[CH:7]=[CH:6][C:5]([C:16]2[CH:15]=[CH:14][CH:13]=[C:12]([F:11])[CH:17]=2)=[CH:4][C:3]=1[O:9][CH3:10]. The yield is 0.926.